From a dataset of HIV replication inhibition screening data with 41,000+ compounds from the AIDS Antiviral Screen. Binary Classification. Given a drug SMILES string, predict its activity (active/inactive) in a high-throughput screening assay against a specified biological target. The drug is O=c1[nH]nc(-c2ccccc2)n1N=Cc1cccc([N+](=O)[O-])c1. The result is 0 (inactive).